This data is from Reaction yield outcomes from USPTO patents with 853,638 reactions. The task is: Predict the reaction yield, written as a fraction of the theoretical maximum amount of product (1.0 means a 100% yield; for example, 0.34 means a 34% yield). (1) The reactants are Cl.C[O:3][C:4]([C:6]1[CH:10]=[C:9]([CH2:11][N:12]2[CH2:31][C@@H:30]([C:32]3[CH:37]=[CH:36][C:35]([C:38]#[N:39])=[CH:34][CH:33]=3)[C@:14]3([N:18]([CH3:19])[C:17](=[O:20])[N:16]([C:21]4[CH:26]=[C:25]([Cl:27])[CH:24]=[C:23]([Cl:28])[CH:22]=4)[C:15]3=[O:29])[CH2:13]2)[S:8][CH:7]=1)=[O:5].C(O)C(O)C.[OH-].[K+]. The catalyst is O1CCCC1.O. The product is [C:38]([C:35]1[CH:36]=[CH:37][C:32]([C@H:30]2[C@:14]3([N:18]([CH3:19])[C:17](=[O:20])[N:16]([C:21]4[CH:22]=[C:23]([Cl:28])[CH:24]=[C:25]([Cl:27])[CH:26]=4)[C:15]3=[O:29])[CH2:13][N:12]([CH2:11][C:9]3[S:8][CH:7]=[C:6]([C:4]([OH:5])=[O:3])[CH:10]=3)[CH2:31]2)=[CH:33][CH:34]=1)#[N:39]. The yield is 0.783. (2) The reactants are Cl.[NH:2]1[CH2:5][CH:4]([C:6]2[NH:7][C:8](=[O:21])[C:9]3[CH:14]=[N:13][N:12]([CH:15]4[CH2:20][CH2:19][CH2:18][CH2:17][CH2:16]4)[C:10]=3[N:11]=2)[CH2:3]1.Cl[C:23]1[NH:27][C:26]2[CH:28]=[CH:29][CH:30]=[CH:31][C:25]=2[N:24]=1.C(=O)([O-])[O-].[K+].[K+].CC(O)C. The catalyst is O. The product is [CH:15]1([N:12]2[C:10]3[N:11]=[C:6]([CH:4]4[CH2:3][N:2]([C:23]5[NH:27][C:26]6[CH:28]=[CH:29][CH:30]=[CH:31][C:25]=6[N:24]=5)[CH2:5]4)[NH:7][C:8](=[O:21])[C:9]=3[CH:14]=[N:13]2)[CH2:20][CH2:19][CH2:18][CH2:17][CH2:16]1. The yield is 0.200. (3) The reactants are [CH2:1]([O:3][CH2:4][CH2:5][O:6][C:7]1[CH:12]=[C:11]([CH3:13])[C:10]([C:14]2[CH:19]=[CH:18][CH:17]=[C:16]([CH:20]=[O:21])[CH:15]=2)=[C:9]([CH3:22])[CH:8]=1)[CH3:2].[BH4-].[Na+].[Cl-].[NH4+]. The catalyst is COCCOC.O1CCCC1. The product is [CH2:1]([O:3][CH2:4][CH2:5][O:6][C:7]1[CH:12]=[C:11]([CH3:13])[C:10]([C:14]2[CH:19]=[CH:18][CH:17]=[C:16]([CH2:20][OH:21])[CH:15]=2)=[C:9]([CH3:22])[CH:8]=1)[CH3:2]. The yield is 0.980. (4) The reactants are [Cl:1][C:2]1[C:7]([N+:8]([O-])=O)=[C:6]([OH:11])[C:5]([O:12][CH2:13][CH2:14][CH:15]([C:17]2[CH:22]=[CH:21][C:20]([F:23])=[CH:19][CH:18]=2)[CH3:16])=[C:4]([O:24][CH2:25][CH2:26][Cl:27])[C:3]=1[C:28](=[O:30])[CH3:29].O.O.Cl[Sn]Cl.[CH3:36][CH2:37]O. No catalyst specified. The product is [C:28]([C:3]1[C:4]([O:24][CH2:25][CH2:26][Cl:27])=[C:5]([O:12][CH2:13][CH2:14][CH:15]([C:17]2[CH:22]=[CH:21][C:20]([F:23])=[CH:19][CH:18]=2)[CH3:16])[C:6]2[O:11][C:36]([CH3:37])=[N:8][C:7]=2[C:2]=1[Cl:1])(=[O:30])[CH3:29]. The yield is 0.640. (5) The reactants are [Cl:1][C:2]1[CH:3]=[N:4][N:5]([CH3:16])[C:6]=1[C:7]1[CH:8]=[C:9]([C:13]([OH:15])=O)[O:10][C:11]=1[CH3:12].[NH2:17][C@@H:18]([CH2:31][C:32]1[CH:37]=[CH:36][CH:35]=[CH:34][C:33]=1[C:38]([F:41])([F:40])[F:39])[CH2:19][N:20]1[C:28](=[O:29])[C:27]2[C:22](=[CH:23][CH:24]=[CH:25][CH:26]=2)[C:21]1=[O:30].C(N(C(C)C)CC)(C)C.F[P-](F)(F)(F)(F)F.Br[P+](N1CCCC1)(N1CCCC1)N1CCCC1. The catalyst is C(Cl)Cl. The product is [Cl:1][C:2]1[CH:3]=[N:4][N:5]([CH3:16])[C:6]=1[C:7]1[CH:8]=[C:9]([C:13]([NH:17][C@@H:18]([CH2:31][C:32]2[CH:37]=[CH:36][CH:35]=[CH:34][C:33]=2[C:38]([F:41])([F:39])[F:40])[CH2:19][N:20]2[C:28](=[O:29])[C:27]3[C:22](=[CH:23][CH:24]=[CH:25][CH:26]=3)[C:21]2=[O:30])=[O:15])[O:10][C:11]=1[CH3:12]. The yield is 0.490.